Dataset: NCI-60 drug combinations with 297,098 pairs across 59 cell lines. Task: Regression. Given two drug SMILES strings and cell line genomic features, predict the synergy score measuring deviation from expected non-interaction effect. (1) Drug 1: CS(=O)(=O)CCNCC1=CC=C(O1)C2=CC3=C(C=C2)N=CN=C3NC4=CC(=C(C=C4)OCC5=CC(=CC=C5)F)Cl. Drug 2: C1CN(CCN1C(=O)CCBr)C(=O)CCBr. Cell line: HCT-15. Synergy scores: CSS=13.4, Synergy_ZIP=-6.15, Synergy_Bliss=-1.58, Synergy_Loewe=-5.04, Synergy_HSA=-1.88. (2) Drug 1: CN(C)C1=NC(=NC(=N1)N(C)C)N(C)C. Drug 2: CS(=O)(=O)CCNCC1=CC=C(O1)C2=CC3=C(C=C2)N=CN=C3NC4=CC(=C(C=C4)OCC5=CC(=CC=C5)F)Cl. Cell line: HCT-15. Synergy scores: CSS=8.44, Synergy_ZIP=2.36, Synergy_Bliss=11.2, Synergy_Loewe=2.32, Synergy_HSA=6.79. (3) Drug 1: C1=CC(=CC=C1CCCC(=O)O)N(CCCl)CCCl. Drug 2: C(CC(=O)O)C(=O)CN.Cl. Cell line: HS 578T. Synergy scores: CSS=10.5, Synergy_ZIP=-7.43, Synergy_Bliss=-10.3, Synergy_Loewe=-7.86, Synergy_HSA=-6.82. (4) Drug 1: C1=CN(C(=O)N=C1N)C2C(C(C(O2)CO)O)O.Cl. Drug 2: CCCCC(=O)OCC(=O)C1(CC(C2=C(C1)C(=C3C(=C2O)C(=O)C4=C(C3=O)C=CC=C4OC)O)OC5CC(C(C(O5)C)O)NC(=O)C(F)(F)F)O. Cell line: ACHN. Synergy scores: CSS=66.9, Synergy_ZIP=-7.00, Synergy_Bliss=-7.80, Synergy_Loewe=-12.9, Synergy_HSA=-4.56. (5) Drug 1: C1C(C(OC1N2C=C(C(=O)NC2=O)F)CO)O. Drug 2: C(CN)CNCCSP(=O)(O)O. Cell line: KM12. Synergy scores: CSS=22.7, Synergy_ZIP=0.266, Synergy_Bliss=-2.61, Synergy_Loewe=-29.2, Synergy_HSA=-4.76. (6) Drug 1: C1=CC(=CC=C1CCCC(=O)O)N(CCCl)CCCl. Drug 2: CC1=C(C=C(C=C1)NC(=O)C2=CC=C(C=C2)CN3CCN(CC3)C)NC4=NC=CC(=N4)C5=CN=CC=C5. Cell line: M14. Synergy scores: CSS=-0.347, Synergy_ZIP=-1.43, Synergy_Bliss=2.58, Synergy_Loewe=-2.26, Synergy_HSA=-1.11. (7) Drug 1: C1CC(C1)(C(=O)O)C(=O)O.[NH2-].[NH2-].[Pt+2]. Drug 2: CCCCC(=O)OCC(=O)C1(CC(C2=C(C1)C(=C3C(=C2O)C(=O)C4=C(C3=O)C=CC=C4OC)O)OC5CC(C(C(O5)C)O)NC(=O)C(F)(F)F)O. Cell line: HOP-62. Synergy scores: CSS=39.8, Synergy_ZIP=5.25, Synergy_Bliss=1.28, Synergy_Loewe=-7.95, Synergy_HSA=0.243.